Predict the product of the given reaction. From a dataset of Forward reaction prediction with 1.9M reactions from USPTO patents (1976-2016). The product is: [CH3:18][S:19]([C:22]1[CH:23]=[CH:24][C:25](/[C:28](=[CH:40]\[CH:37]2[CH2:38][CH2:39][O:34][CH2:35][CH2:36]2)/[C:29]([O:31][CH2:32][CH3:33])=[O:30])=[CH:26][CH:27]=1)(=[O:20])=[O:21]. Given the reactants [Li+].CC([N-]C(C)C)C.CN1C(=O)N(C)CCC1.[CH3:18][S:19]([C:22]1[CH:27]=[CH:26][C:25]([CH2:28][C:29]([O:31][CH2:32][CH3:33])=[O:30])=[CH:24][CH:23]=1)(=[O:21])=[O:20].[O:34]1[CH2:39][CH2:38][CH:37]([CH:40]=O)[CH2:36][CH2:35]1, predict the reaction product.